The task is: Predict the product of the given reaction.. This data is from Forward reaction prediction with 1.9M reactions from USPTO patents (1976-2016). The product is: [CH:18]1([C:21]([NH:29][C:10]([C:7]2[CH:6]=[C:5]([O:13][CH2:14][CH:15]3[CH2:17][CH2:16]3)[C:4]([CH:1]3[CH2:2][CH2:3]3)=[CH:9][N:8]=2)=[O:12])([C:23]2[N:27]=[C:26]([CH3:28])[O:25][N:24]=2)[CH3:22])[CH2:20][CH2:19]1. Given the reactants [CH:1]1([C:4]2[C:5]([O:13][CH2:14][CH:15]3[CH2:17][CH2:16]3)=[CH:6][C:7]([C:10]([OH:12])=O)=[N:8][CH:9]=2)[CH2:3][CH2:2]1.[CH:18]1([C:21]([NH2:29])([C:23]2[N:27]=[C:26]([CH3:28])[O:25][N:24]=2)[CH3:22])[CH2:20][CH2:19]1, predict the reaction product.